Dataset: Reaction yield outcomes from USPTO patents with 853,638 reactions. Task: Predict the reaction yield, written as a fraction of the theoretical maximum amount of product (1.0 means a 100% yield; for example, 0.34 means a 34% yield). (1) The reactants are [NH2:1][C:2]([C:4]1[CH:5]=[C:6]([CH:30]=[O:31])[CH:7]=[C:8]2[C:13]=1[N:12]=[CH:11][N:10]=[C:9]2[NH:14][CH2:15][C:16]1[CH:17]=[C:18]([NH:22][C:23](=[O:29])[O:24][C:25]([CH3:28])([CH3:27])[CH3:26])[CH:19]=[CH:20][CH:21]=1)=[O:3].[Na].[BH4-].[Na+]. The catalyst is O1CCCC1. The product is [NH2:1][C:2]([C:4]1[CH:5]=[C:6]([CH2:30][OH:31])[CH:7]=[C:8]2[C:13]=1[N:12]=[CH:11][N:10]=[C:9]2[NH:14][CH2:15][C:16]1[CH:17]=[C:18]([NH:22][C:23](=[O:29])[O:24][C:25]([CH3:28])([CH3:26])[CH3:27])[CH:19]=[CH:20][CH:21]=1)=[O:3]. The yield is 0.660. (2) The reactants are [Br:1][C:2]1[C:3]([NH:16][C@@H:17]2[CH2:22][CH2:21][C@H:20]([O:23][CH2:24][CH2:25][OH:26])[CH2:19][CH2:18]2)=[N:4][C:5]([N:9]2C(C)=CC=C2C)=[N:6][C:7]=1[CH3:8].Cl.NO.C(O)C. The catalyst is O. The product is [NH2:9][C:5]1[N:4]=[C:3]([NH:16][C@@H:17]2[CH2:18][CH2:19][C@H:20]([O:23][CH2:24][CH2:25][OH:26])[CH2:21][CH2:22]2)[C:2]([Br:1])=[C:7]([CH3:8])[N:6]=1. The yield is 0.700.